From a dataset of Full USPTO retrosynthesis dataset with 1.9M reactions from patents (1976-2016). Predict the reactants needed to synthesize the given product. (1) Given the product [N+:1]([C:4]1[CH:12]=[CH:11][C:7]([C:8]([N:15]([CH3:16])[CH3:14])=[O:9])=[CH:6][CH:5]=1)([O-:3])=[O:2], predict the reactants needed to synthesize it. The reactants are: [N+:1]([C:4]1[CH:12]=[CH:11][C:7]([C:8](Cl)=[O:9])=[CH:6][CH:5]=1)([O-:3])=[O:2].Cl.[CH3:14][NH:15][CH3:16].C(N(CC)CC)C. (2) Given the product [C:11]1([C@H:9]([NH:8][CH2:21][C@@H:22]2[C@@H:26]([C:27]3[CH:32]=[CH:31][CH:30]=[CH:29][CH:28]=3)[CH2:25][N:24]([C:33]([O:35][C:36]3[CH:44]=[CH:43][CH:42]=[CH:41][C:37]=3[C:38]([OH:40])=[O:39])=[O:34])[CH2:23]2)[CH3:10])[C:20]2[C:15](=[CH:16][CH:17]=[CH:18][CH:19]=2)[CH:14]=[CH:13][CH:12]=1, predict the reactants needed to synthesize it. The reactants are: C(OC([N:8]([CH2:21][C@@H:22]1[C@@H:26]([C:27]2[CH:32]=[CH:31][CH:30]=[CH:29][CH:28]=2)[CH2:25][N:24]([C:33]([O:35][C:36]2[CH:44]=[CH:43][CH:42]=[CH:41][C:37]=2[C:38]([OH:40])=[O:39])=[O:34])[CH2:23]1)[C@@H:9]([C:11]1[C:20]2[C:15](=[CH:16][CH:17]=[CH:18][CH:19]=2)[CH:14]=[CH:13][CH:12]=1)[CH3:10])=O)(C)(C)C.Cl.O1CCOCC1. (3) Given the product [CH2:1]([O:19][C@H:20]1[C@@H:24]([O:25][CH2:26][CH2:27][CH2:28][CH2:29][CH2:30][CH2:31][CH2:32][CH2:33][CH2:34][CH2:35][CH2:36][CH2:37][CH2:38][CH2:39][CH2:40][CH2:41][CH2:42][CH3:43])[CH2:23][NH:22][CH2:21]1)[CH2:2][CH2:3][CH2:4][CH2:5][CH2:6][CH2:7][CH2:8][CH2:9][CH2:10][CH2:11][CH2:12][CH2:13][CH2:14][CH2:15][CH2:16][CH2:17][CH3:18], predict the reactants needed to synthesize it. The reactants are: [CH2:1]([O:19][C@H:20]1[C@@H:24]([O:25][CH2:26][CH2:27][CH2:28][CH2:29][CH2:30][CH2:31][CH2:32][CH2:33][CH2:34][CH2:35][CH2:36][CH2:37][CH2:38][CH2:39][CH2:40][CH2:41][CH2:42][CH3:43])[CH2:23][N:22](C(OCC2C=CC=CC=2)=O)[CH2:21]1)[CH2:2][CH2:3][CH2:4][CH2:5][CH2:6][CH2:7][CH2:8][CH2:9][CH2:10][CH2:11][CH2:12][CH2:13][CH2:14][CH2:15][CH2:16][CH2:17][CH3:18].C(OCC)(=O)C. (4) Given the product [ClH:27].[ClH:29].[Cl:27][C:12]1[C:11]([C:10]2[C:3]3[C:2]([NH2:1])=[N:7][CH:6]=[N:5][C:4]=3[N:8]([CH3:28])[CH:9]=2)=[CH:19][CH:18]=[C:17]2[C:13]=1[CH2:14][CH2:15][NH:16]2, predict the reactants needed to synthesize it. The reactants are: [NH2:1][C:2]1[C:3]2[C:10]([C:11]3[C:12]([Cl:27])=[C:13]4[C:17](=[CH:18][CH:19]=3)[N:16](C(OC(C)(C)C)=O)[CH2:15][CH2:14]4)=[CH:9][N:8]([CH3:28])[C:4]=2[N:5]=[CH:6][N:7]=1.[ClH:29]. (5) Given the product [Br:8][C:4]1[CH:5]=[CH:6][CH:7]=[C:2]([S:18][CH2:15][CH2:16][CH3:17])[N:3]=1, predict the reactants needed to synthesize it. The reactants are: Br[C:2]1[CH:7]=[CH:6][CH:5]=[C:4]([Br:8])[N:3]=1.C([O-])([O-])=O.[Cs+].[Cs+].[CH2:15]([SH:18])[CH2:16][CH3:17]. (6) Given the product [CH3:22][N:23]([CH3:28])[S:24]([NH:11][CH2:10][C:7]1[CH:8]=[CH:9][C:4]([C:3]([O:2][CH3:1])=[O:12])=[CH:5][CH:6]=1)(=[O:26])=[O:25], predict the reactants needed to synthesize it. The reactants are: [CH3:1][O:2][C:3](=[O:12])[C:4]1[CH:9]=[CH:8][C:7]([CH2:10][NH2:11])=[CH:6][CH:5]=1.CCN(C(C)C)C(C)C.[CH3:22][N:23]([CH3:28])[S:24](Cl)(=[O:26])=[O:25].